This data is from Full USPTO retrosynthesis dataset with 1.9M reactions from patents (1976-2016). The task is: Predict the reactants needed to synthesize the given product. (1) Given the product [Cl:32][C:4]1[N:3]=[C:2]([C:33]#[N:34])[CH:7]=[C:6]([C:8]2[C:9]([CH:29]3[CH2:31][CH2:30]3)=[N:10][C:11]([N:16]3[CH2:21][CH2:20][N:19]([C:22](=[O:27])[CH2:23][CH2:24][O:25][CH3:26])[C@H:18]([CH3:28])[CH2:17]3)=[C:12]([C:14]#[N:15])[CH:13]=2)[CH:5]=1, predict the reactants needed to synthesize it. The reactants are: Cl[C:2]1[CH:7]=[C:6]([C:8]2[C:9]([CH:29]3[CH2:31][CH2:30]3)=[N:10][C:11]([N:16]3[CH2:21][CH2:20][N:19]([C:22](=[O:27])[CH2:23][CH2:24][O:25][CH3:26])[C@H:18]([CH3:28])[CH2:17]3)=[C:12]([C:14]#[N:15])[CH:13]=2)[CH:5]=[C:4]([Cl:32])[N:3]=1.[C:33]([Cu])#[N:34]. (2) Given the product [C:1]([N:4]1[CH2:9][CH2:8][N:7]([C:10]2[CH:11]=[CH:12][C:13]([NH:16][C:17](=[O:33])[CH2:18][C:19]3[CH:20]=[C:21]([C:34]#[N:35])[C:22]([C:25]4[CH:30]=[CH:29][N:28]=[C:27]([CH3:31])[CH:26]=4)=[N:23][CH:24]=3)=[N:14][CH:15]=2)[CH2:6][CH2:5]1)(=[O:3])[CH3:2], predict the reactants needed to synthesize it. The reactants are: [C:1]([N:4]1[CH2:9][CH2:8][N:7]([C:10]2[CH:11]=[CH:12][C:13]([NH:16][C:17](=[O:33])[CH2:18][C:19]3[CH:20]=[C:21](Cl)[C:22]([C:25]4[CH:30]=[CH:29][N:28]=[C:27]([CH3:31])[CH:26]=4)=[N:23][CH:24]=3)=[N:14][CH:15]=2)[CH2:6][CH2:5]1)(=[O:3])[CH3:2].[CH3:34][N:35](C=O)C.O. (3) Given the product [CH2:22]([O:12][C:7]1[C:8]([O:10][CH3:11])=[CH:9][C:2]([Br:1])=[C:3]([CH:6]=1)[CH:4]=[O:5])[C:23]1[CH:28]=[CH:27][CH:26]=[CH:25][CH:24]=1, predict the reactants needed to synthesize it. The reactants are: [Br:1][C:2]1[CH:9]=[C:8]([O:10][CH3:11])[C:7]([OH:12])=[CH:6][C:3]=1[CH:4]=[O:5].C([O-])([O-])=O.[K+].[K+].C(#N)C.[CH2:22](Br)[C:23]1[CH:28]=[CH:27][CH:26]=[CH:25][CH:24]=1. (4) Given the product [NH2:36][C:31]1[N:30]=[CH:29][C:28]2[CH2:27][CH:26]([CH2:25][NH:24][C:20](=[O:22])[CH2:19][N:14]3[C:15]([CH3:18])=[CH:16][CH:17]=[C:12]([NH:11][S:8]([CH2:1][C:2]4[CH:3]=[CH:4][CH:5]=[CH:6][CH:7]=4)(=[O:9])=[O:10])[C:13]3=[O:23])[CH2:35][CH2:34][C:33]=2[N:32]=1, predict the reactants needed to synthesize it. The reactants are: [CH2:1]([S:8]([NH:11][C:12]1[C:13](=[O:23])[N:14]([CH2:19][C:20]([OH:22])=O)[C:15]([CH3:18])=[CH:16][CH:17]=1)(=[O:10])=[O:9])[C:2]1[CH:7]=[CH:6][CH:5]=[CH:4][CH:3]=1.[NH2:24][CH2:25][CH:26]1[CH2:35][CH2:34][C:33]2[N:32]=[C:31]([NH2:36])[N:30]=[CH:29][C:28]=2[CH2:27]1. (5) Given the product [F:27][C:23]1[CH:22]=[C:21]([C:18]2[C:17]([C:28]3[CH:29]=[CH:30][C:31]([S:34]([NH:37][C:1](=[O:3])[CH3:2])(=[O:36])=[O:35])=[CH:32][CH:33]=3)=[C:16]([CH3:15])[O:20][N:19]=2)[CH:26]=[CH:25][CH:24]=1, predict the reactants needed to synthesize it. The reactants are: [C:1](OC(=O)C)(=[O:3])[CH3:2].C(N(CC)CC)C.[CH3:15][C:16]1[O:20][N:19]=[C:18]([C:21]2[CH:26]=[CH:25][CH:24]=[C:23]([F:27])[CH:22]=2)[C:17]=1[C:28]1[CH:33]=[CH:32][C:31]([S:34]([NH2:37])(=[O:36])=[O:35])=[CH:30][CH:29]=1. (6) Given the product [F:4][C:3]([F:6])([F:5])[C:1]([OH:7])=[O:2].[Cl:39][CH2:38][CH2:37][CH2:36][CH2:35][CH2:34][C@H:16]1[C:17](=[O:33])[O:18][C@H:19]([C:27]2[CH:28]=[CH:29][CH:30]=[CH:31][CH:32]=2)[C@H:20]([C:21]2[CH:22]=[CH:23][CH:24]=[CH:25][CH:26]=2)[NH:15]1, predict the reactants needed to synthesize it. The reactants are: [C:1]([OH:7])([C:3]([F:6])([F:5])[F:4])=[O:2].C(OC([N:15]1[C@@H:20]([C:21]2[CH:26]=[CH:25][CH:24]=[CH:23][CH:22]=2)[C@@H:19]([C:27]2[CH:32]=[CH:31][CH:30]=[CH:29][CH:28]=2)[O:18][C:17](=[O:33])[C@@H:16]1[CH2:34][CH2:35][CH2:36][CH2:37][CH2:38][Cl:39])=O)(C)(C)C.C([O-])([O-])=O.[K+].[K+].